From a dataset of Blood-brain barrier penetration binary classification data from Martins et al.. Regression/Classification. Given a drug SMILES string, predict its absorption, distribution, metabolism, or excretion properties. Task type varies by dataset: regression for continuous measurements (e.g., permeability, clearance, half-life) or binary classification for categorical outcomes (e.g., BBB penetration, CYP inhibition). Dataset: bbb_martins. The compound is CN(C)CCn1cnc2c1c(=O)n(C)c(=O)n2C. The result is 1 (penetrates BBB).